Predict the product of the given reaction. From a dataset of Forward reaction prediction with 1.9M reactions from USPTO patents (1976-2016). (1) Given the reactants [CH3:1][C:2]1[N:7]=[C:6]2[NH:8][CH:9]=[CH:10][C:5]2=[CH:4][CH:3]=1.[Cl-].[Al+3].[Cl-].[Cl-].[C:15](Cl)(=[O:17])[CH3:16].C(=O)([O-])O.[Na+], predict the reaction product. The product is: [CH3:1][C:2]1[N:7]=[C:6]2[NH:8][CH:9]=[C:10]([C:15](=[O:17])[CH3:16])[C:5]2=[CH:4][CH:3]=1. (2) Given the reactants C([O:3][C:4]([C:6]1[C:15](=[O:16])[C:14]2[C:9](=[N:10][C:11]([CH3:26])=[C:12]([CH2:17][C:18]3[CH:23]=[CH:22][CH:21]=[C:20]([Cl:24])[C:19]=3[F:25])[CH:13]=2)[N:8]([C@H:27]([C:32](C)(C)[O:33][SiH2]C(C)(C)C)[C:28]([CH3:31])([CH3:30])[CH3:29])[CH:7]=1)=[O:5])C.C[O-].[Na+].O, predict the reaction product. The product is: [Cl:24][C:20]1[C:19]([F:25])=[C:18]([CH:23]=[CH:22][CH:21]=1)[CH2:17][C:12]1[CH:13]=[C:14]2[C:9](=[N:10][C:11]=1[CH3:26])[N:8]([C@H:27]([CH2:32][OH:33])[C:28]([CH3:29])([CH3:31])[CH3:30])[CH:7]=[C:6]([C:4]([OH:5])=[O:3])[C:15]2=[O:16]. (3) Given the reactants [CH3:1][Mg]Br.[CH:4]([C:6]1[N:10]([CH3:11])[CH:9]=[N:8][CH:7]=1)=[O:5].O, predict the reaction product. The product is: [OH:5][CH:4]([C:6]1[N:10]([CH3:11])[CH:9]=[N:8][CH:7]=1)[CH3:1]. (4) Given the reactants [N:1]1([C:7]2[CH:8]=[CH:9][C:10]3[N:11]([C:13]([C:16]([F:19])([F:18])[F:17])=[N:14][N:15]=3)[N:12]=2)[CH2:6][CH2:5][NH:4][CH2:3][CH2:2]1.[CH:20]([C:22]1[CH:27]=[CH:26][C:25]([NH:28][C:29](=[O:31])[CH3:30])=[CH:24][CH:23]=1)=O, predict the reaction product. The product is: [F:19][C:16]([F:17])([F:18])[C:13]1[N:11]2[N:12]=[C:7]([N:1]3[CH2:2][CH2:3][N:4]([CH2:20][C:22]4[CH:23]=[CH:24][C:25]([NH:28][C:29](=[O:31])[CH3:30])=[CH:26][CH:27]=4)[CH2:5][CH2:6]3)[CH:8]=[CH:9][C:10]2=[N:15][N:14]=1. (5) Given the reactants [CH3:1][C:2]1([CH3:16])[C:6]([CH3:8])([CH3:7])[O:5][B:4]([C:9]2[CH:14]=[CH:13][C:12]([OH:15])=[CH:11][CH:10]=2)[O:3]1.[F:17][C:18]1[CH:23]=[CH:22][C:21](B(O)O)=[CH:20][CH:19]=1.CCN(CC)CC, predict the reaction product. The product is: [F:17][C:18]1[CH:23]=[CH:22][C:21]([O:15][C:12]2[CH:13]=[CH:14][C:9]([B:4]3[O:3][C:2]([CH3:16])([CH3:1])[C:6]([CH3:7])([CH3:8])[O:5]3)=[CH:10][CH:11]=2)=[CH:20][CH:19]=1. (6) Given the reactants [NH:1]([C:8]1[N:9]([C:21]2[CH:26]=[CH:25][CH:24]=[CH:23][CH:22]=2)[C:10]2[C:15]([C:16](=[O:18])[CH:17]=1)=[C:14](Cl)[N:13]=[C:12]([CH3:20])[CH:11]=2)[C:2]1[CH:7]=[CH:6][CH:5]=[CH:4][CH:3]=1.[CH3:27][NH:28][CH3:29], predict the reaction product. The product is: [NH:1]([C:8]1[N:9]([C:21]2[CH:26]=[CH:25][CH:24]=[CH:23][CH:22]=2)[C:10]2[C:15]([C:16](=[O:18])[CH:17]=1)=[C:14]([N:28]([CH3:29])[CH3:27])[N:13]=[C:12]([CH3:20])[CH:11]=2)[C:2]1[CH:7]=[CH:6][CH:5]=[CH:4][CH:3]=1.